This data is from Full USPTO retrosynthesis dataset with 1.9M reactions from patents (1976-2016). The task is: Predict the reactants needed to synthesize the given product. (1) The reactants are: C([C@@H]1N(C(=O)C2C=CC(OC3C=CC=CC=3)=CC=2)C[C@H](CC(C)C)NC1=O)C(C)C.[CH2:31]([C@@H:35]1[NH:40][CH2:39][C@H:38]([CH2:41][CH:42]([CH3:44])[CH3:43])[NH:37][C:36]1=[O:45])[CH:32]([CH3:34])[CH3:33].[Cl:46][C:47]1[CH:52]=[CH:51][C:50]([C:53]2[CH:57]=[C:56]([C:58](O)=[O:59])[S:55][N:54]=2)=[CH:49][CH:48]=1. Given the product [Cl:46][C:47]1[CH:48]=[CH:49][C:50]([C:53]2[CH:57]=[C:56]([C:58]([N:40]3[CH2:39][C@H:38]([CH2:41][CH:42]([CH3:44])[CH3:43])[NH:37][C:36](=[O:45])[C@@H:35]3[CH2:31][CH:32]([CH3:34])[CH3:33])=[O:59])[S:55][N:54]=2)=[CH:51][CH:52]=1, predict the reactants needed to synthesize it. (2) Given the product [CH2:11]([N:18]1[CH:22]=[C:21]([C:2]2[N:7]=[C:6]3[N:8]([CH:33]4[CH2:34][N:35]([C:37](=[O:39])[CH:44]=[CH2:45])[CH2:36]4)[CH:9]=[CH:10][C:5]3=[N:4][CH:3]=2)[CH:20]=[N:19]1)[C:12]1[CH:13]=[CH:14][CH:15]=[CH:16][CH:17]=1, predict the reactants needed to synthesize it. The reactants are: Br[C:2]1[N:7]=[C:6]2[NH:8][CH:9]=[CH:10][C:5]2=[N:4][CH:3]=1.[CH2:11]([N:18]1[CH:22]=[C:21](B2OC(C)(C)C(C)(C)O2)[CH:20]=[N:19]1)[C:12]1[CH:17]=[CH:16][CH:15]=[CH:14][CH:13]=1.I[CH:33]1[CH2:36][N:35]([C:37]([O:39]C(C)(C)C)=O)[CH2:34]1.[C:44](Cl)(=O)[CH:45]=C.